This data is from Catalyst prediction with 721,799 reactions and 888 catalyst types from USPTO. The task is: Predict which catalyst facilitates the given reaction. Reactant: [C:1]([C:5]1[N:10]=[C:9]([NH:11][C:12]2[CH:13]=[C:14]([NH:21][CH:22]([CH2:32][CH:33]([CH3:35])[CH3:34])[CH2:23][NH:24]C(=O)OC(C)(C)C)[N:15]=[N:16][C:17]=2[C:18](=[O:20])[NH2:19])[CH:8]=[CH:7][CH:6]=1)([CH3:4])([CH3:3])[CH3:2].C(O)(C(F)(F)F)=O. Product: [NH2:24][CH2:23][CH:22]([NH:21][C:14]1[N:15]=[N:16][C:17]([C:18]([NH2:19])=[O:20])=[C:12]([NH:11][C:9]2[CH:8]=[CH:7][CH:6]=[C:5]([C:1]([CH3:3])([CH3:2])[CH3:4])[N:10]=2)[CH:13]=1)[CH2:32][CH:33]([CH3:35])[CH3:34]. The catalyst class is: 429.